From a dataset of Forward reaction prediction with 1.9M reactions from USPTO patents (1976-2016). Predict the product of the given reaction. (1) Given the reactants [C:1]([O:5][C:6](=[O:35])[NH:7][C:8]([N:17]1[CH2:22][CH2:21][CH:20]([O:23][N:24]2C(=O)C3C(=CC=CC=3)C2=O)[CH2:19][CH2:18]1)=[N:9][C:10](=[O:16])[O:11][C:12]([CH3:15])([CH3:14])[CH3:13])([CH3:4])([CH3:3])[CH3:2].C(Cl)Cl.O.NN, predict the reaction product. The product is: [NH2:24][O:23][CH:20]1[CH2:19][CH2:18][N:17]([C:8]([NH:9][C:10](=[O:16])[O:11][C:12]([CH3:15])([CH3:14])[CH3:13])=[N:7][C:6](=[O:35])[O:5][C:1]([CH3:3])([CH3:4])[CH3:2])[CH2:22][CH2:21]1. (2) The product is: [CH2:1]([O:8][C:9](=[O:15])[NH:10][C@@H:11]([CH3:12])[CH2:13][O:14][Si:16]([C:29]([CH3:32])([CH3:31])[CH3:30])([C:23]1[CH:24]=[CH:25][CH:26]=[CH:27][CH:28]=1)[C:17]1[CH:22]=[CH:21][CH:20]=[CH:19][CH:18]=1)[C:2]1[CH:7]=[CH:6][CH:5]=[CH:4][CH:3]=1. Given the reactants [CH2:1]([O:8][C:9](=[O:15])[NH:10][C@H:11]([CH2:13][OH:14])[CH3:12])[C:2]1[CH:7]=[CH:6][CH:5]=[CH:4][CH:3]=1.[Si:16](Cl)([C:29]([CH3:32])([CH3:31])[CH3:30])([C:23]1[CH:28]=[CH:27][CH:26]=[CH:25][CH:24]=1)[C:17]1[CH:22]=[CH:21][CH:20]=[CH:19][CH:18]=1.N1C=CN=C1, predict the reaction product. (3) Given the reactants [F:1][C:2]1[CH:10]=[CH:9][C:5]([C:6]([OH:8])=[O:7])=[CH:4][C:3]=1[SH:11].C(N(CC)CC)C.[C:19]1(=[O:26])[CH2:25][CH2:24][CH2:23][CH2:22][CH:21]=[CH:20]1, predict the reaction product. The product is: [F:1][C:2]1[CH:10]=[CH:9][C:5]([C:6]([OH:8])=[O:7])=[CH:4][C:3]=1[S:11][CH:21]1[CH2:22][CH2:23][CH2:24][CH2:25][C:19](=[O:26])[CH2:20]1. (4) Given the reactants [OH:1][C:2]1[CH:9]=[CH:8][C:5]([CH:6]=[O:7])=[CH:4][CH:3]=1.Cl[CH2:11][C:12]1[CH:21]=[CH:20][C:19]2[C:14](=[CH:15][CH:16]=[CH:17][CH:18]=2)[N:13]=1.C(=O)([O-])[O-].[K+].[K+].[I-].[K+], predict the reaction product. The product is: [N:13]1[C:14]2[C:19](=[CH:18][CH:17]=[CH:16][CH:15]=2)[CH:20]=[CH:21][C:12]=1[CH2:11][O:1][C:2]1[CH:9]=[CH:8][C:5]([CH:6]=[O:7])=[CH:4][CH:3]=1. (5) The product is: [CH3:42][N:41]1[C:2]2[CH:3]=[CH:4][CH:5]=[CH:6][C:7]=2[N:8]=[C:9]1[C:11]1[CH:12]=[C:13]([CH:31]=[CH:32][CH:33]=1)[C:14]([NH:16][CH2:17][CH2:18][CH:19]1[CH2:24][CH2:23][N:22]([C:25]2[CH:30]=[CH:29][N:28]=[CH:27][CH:26]=2)[CH2:21][CH2:20]1)=[O:15]. Given the reactants Cl[C:2]1[C:7]2[N:8]=[C:9]([C:11]3[CH:12]=[C:13]([CH:31]=[CH:32][CH:33]=3)[C:14]([NH:16][CH2:17][CH2:18][CH:19]3[CH2:24][CH2:23][N:22]([C:25]4[CH:30]=[CH:29][N:28]=[CH:27][CH:26]=4)[CH2:21][CH2:20]3)=[O:15])S[C:6]=2[CH:5]=[CH:4][CH:3]=1.FC(F)(F)C(O)=O.[N:41]1(C2C=CN=CC=2)CCC(CCN)C[CH2:42]1.CN1C2C=CC=CC=2N=C1C1C=C(C=CC=1)C(O)=O.CNC1C=CC=CC=1N.C(C1C=C(C=CC=1)C(OC)=O)=O, predict the reaction product. (6) Given the reactants Br[C:2]1[C:3]([NH:14][C:15]2[C:24]3[C:19](=[CH:20][C:21]([F:26])=[CH:22][C:23]=3[F:25])[N:18]=[C:17]([C:27]3[CH:32]=[C:31]([CH3:33])[CH:30]=[CH:29][N:28]=3)[C:16]=2[CH3:34])=[CH:4][C:5]([N:8]2[CH2:13][CH2:12][O:11][CH2:10][CH2:9]2)=[N:6][CH:7]=1.[CH3:35][O:36][C:37]1[N:42]=[C:41]([CH3:43])[C:40](B(O)O)=[CH:39][CH:38]=1.C1(P(C2CCCCC2)C2CCCCC2)CCCCC1.[O-]P([O-])([O-])=O.[K+].[K+].[K+], predict the reaction product. The product is: [F:25][C:23]1[CH:22]=[C:21]([F:26])[CH:20]=[C:19]2[C:24]=1[C:15]([NH:14][C:3]1[CH:4]=[C:5]([N:8]3[CH2:13][CH2:12][O:11][CH2:10][CH2:9]3)[N:6]=[CH:7][C:2]=1[C:40]1[C:41]([CH3:43])=[N:42][C:37]([O:36][CH3:35])=[CH:38][CH:39]=1)=[C:16]([CH3:34])[C:17]([C:27]1[CH:32]=[C:31]([CH3:33])[CH:30]=[CH:29][N:28]=1)=[N:18]2.